The task is: Regression. Given a peptide amino acid sequence and an MHC pseudo amino acid sequence, predict their binding affinity value. This is MHC class I binding data.. This data is from Peptide-MHC class I binding affinity with 185,985 pairs from IEDB/IMGT. (1) The peptide sequence is IGILLTWLGL. The MHC is HLA-A32:01 with pseudo-sequence HLA-A32:01. The binding affinity (normalized) is 0.0233. (2) The peptide sequence is YQAENSTAE. The MHC is HLA-B18:01 with pseudo-sequence HLA-B18:01. The binding affinity (normalized) is 0.0847. (3) The peptide sequence is FVMPIFEQI. The MHC is HLA-A80:01 with pseudo-sequence HLA-A80:01. The binding affinity (normalized) is 0.0847. (4) The peptide sequence is IKLEPVHGVY. The MHC is HLA-A26:01 with pseudo-sequence HLA-A26:01. The binding affinity (normalized) is 0.0763. (5) The peptide sequence is YTVKYINL. The MHC is H-2-Kb with pseudo-sequence H-2-Kb. The binding affinity (normalized) is 0.802. (6) The peptide sequence is LRQRLLRARG. The MHC is Mamu-B03 with pseudo-sequence Mamu-B03. The binding affinity (normalized) is 0.247. (7) The binding affinity (normalized) is 0.290. The peptide sequence is ITYCLVTHMY. The MHC is HLA-A31:01 with pseudo-sequence HLA-A31:01. (8) The peptide sequence is RVHFHRFMY. The MHC is HLA-A29:02 with pseudo-sequence HLA-A29:02. The binding affinity (normalized) is 0.851. (9) The peptide sequence is AEFGPWQTV. The MHC is HLA-A02:11 with pseudo-sequence HLA-A02:11. The binding affinity (normalized) is 0.554. (10) The MHC is HLA-B40:01 with pseudo-sequence HLA-B40:01. The peptide sequence is RYFTVAFLF. The binding affinity (normalized) is 0.213.